From a dataset of Catalyst prediction with 721,799 reactions and 888 catalyst types from USPTO. Predict which catalyst facilitates the given reaction. (1) Reactant: [F:1][C:2]1[CH:16]=[CH:15][C:5]([O:6][CH:7]2[CH2:10][N:9]([CH2:11][CH2:12][CH2:13][NH2:14])[CH2:8]2)=[CH:4][CH:3]=1.[N:17]([C:20]1[CH:25]=[CH:24][CH:23]=[C:22]([O:26][CH3:27])[CH:21]=1)=[C:18]=[O:19]. Product: [F:1][C:2]1[CH:3]=[CH:4][C:5]([O:6][CH:7]2[CH2:10][N:9]([CH2:11][CH2:12][CH2:13][NH:14][C:18]([NH:17][C:20]3[CH:25]=[CH:24][CH:23]=[C:22]([O:26][CH3:27])[CH:21]=3)=[O:19])[CH2:8]2)=[CH:15][CH:16]=1. The catalyst class is: 12. (2) Reactant: Br[C:2]1[C:6]2[N:7]=[CH:8][N:9]=[C:10]([NH2:11])[C:5]=2[S:4][CH:3]=1.[CH2:12](C([Sn])=C(CCCC)CCCC)[CH2:13]CC.[F-].[K+]. Product: [CH:12]([C:2]1[C:6]2[N:7]=[CH:8][N:9]=[C:10]([NH2:11])[C:5]=2[S:4][CH:3]=1)=[CH2:13]. The catalyst class is: 77.